Dataset: Catalyst prediction with 721,799 reactions and 888 catalyst types from USPTO. Task: Predict which catalyst facilitates the given reaction. (1) Reactant: [Br:1][C:2]1[CH:3]=[C:4]([CH:6]=[CH:7][CH:8]=1)[NH2:5].[OH-].[K+].I[CH3:12]. Product: [Br:1][C:2]1[CH:3]=[C:4]([NH:5][CH3:12])[CH:6]=[CH:7][CH:8]=1. The catalyst class is: 3. (2) Reactant: [Br:1][C:2]1[C:3]([CH3:11])=[C:4]([CH:8]=[CH:9][CH:10]=1)[C:5]([NH2:7])=O.C1COCC1.S(C)C.Cl. Product: [Br:1][C:2]1[C:3]([CH3:11])=[C:4]([CH2:5][NH2:7])[CH:8]=[CH:9][CH:10]=1. The catalyst class is: 5.